Task: Predict the reaction yield, written as a fraction of the theoretical maximum amount of product (1.0 means a 100% yield; for example, 0.34 means a 34% yield).. Dataset: Reaction yield outcomes from USPTO patents with 853,638 reactions (1) The reactants are [ClH:1].C[O:3][C:4]1[C:15]2[C:16]3[N:8]([NH:9][CH2:10][C:11]=3[C@H:12]([CH:18]3[CH:23]4[CH2:24][CH2:25][N:20]([CH2:21][CH2:22]4)[CH2:19]3)[C:13](=[O:17])[CH:14]=2)[CH:7]=[CH:6][N:5]=1.Br. The catalyst is C(O)(=O)C.CO. The product is [ClH:1].[OH:3][C:4]1[C:15]2[C:16]3[N:8]([NH:9][CH2:10][C:11]=3[C@H:12]([CH:18]3[CH:23]4[CH2:24][CH2:25][N:20]([CH2:21][CH2:22]4)[CH2:19]3)[C:13](=[O:17])[CH:14]=2)[CH:7]=[CH:6][N:5]=1. The yield is 0.210. (2) The reactants are C([O:3][C:4](=O)[CH2:5][C:6]1[N:7]=[C:8]([C:12]2[CH:17]=[CH:16][C:15]([C:18]([F:21])([F:20])[F:19])=[CH:14][CH:13]=2)[S:9][C:10]=1[CH3:11])C.[H-].[Al+3].[Li+].[H-].[H-].[H-]. The catalyst is O1CCCC1. The product is [CH3:11][C:10]1[S:9][C:8]([C:12]2[CH:13]=[CH:14][C:15]([C:18]([F:21])([F:20])[F:19])=[CH:16][CH:17]=2)=[N:7][C:6]=1[CH2:5][CH2:4][OH:3]. The yield is 0.950. (3) The reactants are [NH2:1][C@H:2]([C:29]([CH3:32])([CH3:31])[CH3:30])[C:3]([N:5]1[CH2:10][CH2:9][CH:8]([N:11]2[CH2:15][C:14]3=[CH:16][N:17]=[C:18]([CH2:19][O:20][Si:21]([C:24]([CH3:27])([CH3:26])[CH3:25])([CH3:23])[CH3:22])[N:13]3[C:12]2=[O:28])[CH2:7][CH2:6]1)=[O:4].[Cl:33][C:34]1[CH:39]=[CH:38][C:37]([N:40]=[C:41]=[O:42])=[CH:36][CH:35]=1. The catalyst is C(#N)C. The product is [Si:21]([O:20][CH2:19][C:18]1[N:13]2[C:12](=[O:28])[N:11]([CH:8]3[CH2:9][CH2:10][N:5]([C:3]([C@H:2]([NH:1][C:41]([NH:40][C:37]4[CH:38]=[CH:39][C:34]([Cl:33])=[CH:35][CH:36]=4)=[O:42])[C:29]([CH3:32])([CH3:31])[CH3:30])=[O:4])[CH2:6][CH2:7]3)[CH2:15][C:14]2=[CH:16][N:17]=1)([C:24]([CH3:25])([CH3:26])[CH3:27])([CH3:22])[CH3:23]. The yield is 0.850.